From a dataset of Reaction yield outcomes from USPTO patents with 853,638 reactions. Predict the reaction yield, written as a fraction of the theoretical maximum amount of product (1.0 means a 100% yield; for example, 0.34 means a 34% yield). (1) The reactants are [CH3:1][C:2]([C:7]1[CH:12]=[CH:11][CH:10]=[CH:9][CH:8]=1)([CH3:6])[C:3](O)=[O:4].S(Cl)(Cl)=O.C(=O)([O-])[O-].[K+].[K+].Cl.[CH3:24][NH:25][O:26][CH3:27].Cl. The catalyst is C1(C)C=CC=CC=1.O.C(OC)(C)(C)C. The product is [CH3:27][O:26][N:25]([CH3:24])[C:3](=[O:4])[C:2]([CH3:6])([C:7]1[CH:12]=[CH:11][CH:10]=[CH:9][CH:8]=1)[CH3:1]. The yield is 0.950. (2) The reactants are [CH2:1]([O:8][C@@H:9]1[C@@H:17]([CH2:18][OH:19])[O:16][C@H:12]([S:13][CH2:14][CH3:15])[C@@H:11]([O:20][C:21](=[O:30])[C:22]2[CH:27]=[C:26]([F:28])[CH:25]=[CH:24][C:23]=2[F:29])[C@H:10]1[O:31]CC1C=CC(OC)=CC=1)[C:2]1[CH:7]=[CH:6][CH:5]=[CH:4][CH:3]=1.O.ClC1C(=O)C(C#N)=C(C#N)C(=O)C=1Cl. The product is [CH2:1]([O:8][C@@H:9]1[C@@H:17]([CH2:18][OH:19])[O:16][C@H:12]([S:13][CH2:14][CH3:15])[C@@H:11]([O:20][C:21](=[O:30])[C:22]2[CH:27]=[C:26]([F:28])[CH:25]=[CH:24][C:23]=2[F:29])[C@H:10]1[OH:31])[C:2]1[CH:7]=[CH:6][CH:5]=[CH:4][CH:3]=1. The catalyst is C(Cl)Cl. The yield is 0.890.